Predict which catalyst facilitates the given reaction. From a dataset of Catalyst prediction with 721,799 reactions and 888 catalyst types from USPTO. (1) Reactant: [CH:1]([C:4]1[CH:12]=[C:7]2[CH:8]=[CH:9][CH:10]=[CH:11][N:6]2[N:5]=1)([CH3:3])[CH3:2].[C:13](OC(=O)C)(=[O:15])[CH3:14]. Product: [CH:1]([C:4]1[C:12]([C:13](=[O:15])[CH3:14])=[C:7]2[CH:8]=[CH:9][CH:10]=[CH:11][N:6]2[N:5]=1)([CH3:3])[CH3:2]. The catalyst class is: 65. (2) Reactant: [Cl:1][C:2]1[CH:7]=[CH:6][C:5]([C@H:8]2[C:17]3[C:12](=[CH:13][C:14]([O:22][CH3:23])=[C:15]([O:18][CH:19]([CH3:21])[CH3:20])[CH:16]=3)[CH2:11][C:10](=[O:24])[N:9]2[C:25]2[CH:30]=[CH:29][C:28]([C:31]3([OH:35])[CH2:34][NH:33][CH2:32]3)=[CH:27][CH:26]=2)=[CH:4][CH:3]=1.CCN(C(C)C)C(C)C.[C:45](Cl)(=[O:47])[CH3:46]. Product: [C:45]([N:33]1[CH2:34][C:31]([C:28]2[CH:29]=[CH:30][C:25]([N:9]3[C:10](=[O:24])[CH2:11][C:12]4[C:17](=[CH:16][C:15]([O:18][CH:19]([CH3:20])[CH3:21])=[C:14]([O:22][CH3:23])[CH:13]=4)[C@@H:8]3[C:5]3[CH:6]=[CH:7][C:2]([Cl:1])=[CH:3][CH:4]=3)=[CH:26][CH:27]=2)([OH:35])[CH2:32]1)(=[O:47])[CH3:46]. The catalyst class is: 326. (3) Reactant: Br[CH2:2][CH2:3][CH2:4][CH2:5][O:6][CH2:7][C@H:8]1[CH2:13][CH2:12][C@H:11]([CH2:14][N:15]([CH3:29])[S:16]([C:19]2[CH:24]=[CH:23][C:22]([C:25]([F:28])([F:27])[F:26])=[CH:21][CH:20]=2)(=[O:18])=[O:17])[CH2:10][CH2:9]1.[CH2:30]([NH:32][CH2:33][CH2:34][OH:35])[CH3:31]. Product: [CH2:30]([N:32]([CH2:33][CH2:34][OH:35])[CH2:2][CH2:3][CH2:4][CH2:5][O:6][CH2:7][C@H:8]1[CH2:13][CH2:12][C@H:11]([CH2:14][N:15]([CH3:29])[S:16]([C:19]2[CH:24]=[CH:23][C:22]([C:25]([F:28])([F:27])[F:26])=[CH:21][CH:20]=2)(=[O:18])=[O:17])[CH2:10][CH2:9]1)[CH3:31]. The catalyst class is: 80. (4) Reactant: [Br-].[CH3:2][C:3]1[CH:21]=[CH:20][C:6]([C:7](=[O:19])[CH2:8][N+:9]2[C:18]3[C:13](=[CH:14][CH:15]=[CH:16][CH:17]=3)[CH:12]=[CH:11][CH:10]=2)=[CH:5][CH:4]=1.[Cr](O[Cr]([O-])(=O)=O)([O-])(=O)=O.C(=O)(O)[O-].[Na+].[C:36](#[N:39])[CH:37]=[CH2:38]. Product: [C:36]([C:37]1[CH:38]=[C:8]([C:7](=[O:19])[C:6]2[CH:5]=[CH:4][C:3]([CH3:2])=[CH:21][CH:20]=2)[N:9]2[C:18]3[C:13](=[CH:14][CH:15]=[CH:16][CH:17]=3)[CH:12]=[CH:11][C:10]=12)#[N:39]. The catalyst class is: 9. (5) Reactant: [CH2:1]([C:3]1([CH2:54][CH3:55])[C:15]2[CH:14]=[C:13]([C:16]3[CH:34]=[CH:33][CH:32]=[CH:31][C:17]=3[NH:18][CH2:19][CH2:20][CH2:21][CH2:22][CH2:23][CH2:24][CH2:25][CH2:26][CH2:27][CH2:28][CH2:29][CH3:30])[CH:12]=[CH:11][C:10]=2[C:9]2[C:4]1=[CH:5][C:6]([C:35]1[CH:53]=[CH:52][CH:51]=[CH:50][C:36]=1[NH:37][CH2:38][CH2:39][CH2:40][CH2:41][CH2:42][CH2:43][CH2:44][CH2:45][CH2:46][CH2:47][CH2:48][CH3:49])=[CH:7][CH:8]=2)[CH3:2].C([O-])(=O)C.C([O-])(=O)C.C1([IH+])C=CC=CC=1.C1([IH+])C=CC=CC=1. Product: [CH2:19]([N:18]1[C:12]2[CH:11]=[C:10]3[C:9]4[C:4]([C:3]([CH2:1][CH3:2])([CH2:54][CH3:55])[C:15]3=[CH:14][C:13]=2[C:16]2[C:17]1=[CH:31][CH:32]=[CH:33][CH:34]=2)=[CH:5][C:6]1[C:35]2[CH:53]=[CH:52][CH:51]=[CH:50][C:36]=2[N:37]([CH2:38][CH2:39][CH2:40][CH2:41][CH2:42][CH2:43][CH2:44][CH2:45][CH2:46][CH2:47][CH2:48][CH3:49])[C:7]=1[CH:8]=4)[CH2:20][CH2:21][CH2:22][CH2:23][CH2:24][CH2:25][CH2:26][CH2:27][CH2:28][CH2:29][CH3:30]. The catalyst class is: 222. (6) Reactant: [CH3:1][O:2][C@H:3]1[C:8](OC)([O:9]C)[CH2:7][CH2:6][O:5][CH2:4]1.O.Cl. Product: [CH3:1][O:2][C@H:3]1[C:8](=[O:9])[CH2:7][CH2:6][O:5][CH2:4]1. The catalyst class is: 1.